Dataset: Reaction yield outcomes from USPTO patents with 853,638 reactions. Task: Predict the reaction yield, written as a fraction of the theoretical maximum amount of product (1.0 means a 100% yield; for example, 0.34 means a 34% yield). The reactants are [C:1]([C:3]1[CH:4]=[CH:5][C:6]([N:9]([CH2:29][CH2:30][CH3:31])[CH2:10][CH2:11][CH2:12][O:13][C:14]2[CH:15]=[C:16]3[C:20](=[CH:21][CH:22]=2)[C@H:19]([CH2:23][C:24]([O:26][CH2:27][CH3:28])=[O:25])[CH2:18][CH2:17]3)=[N:7][CH:8]=1)#[N:2].[SH2:32].C(NCC)C. The catalyst is CN(C=O)C. The product is [NH2:2][C:1]([C:3]1[CH:4]=[CH:5][C:6]([N:9]([CH2:29][CH2:30][CH3:31])[CH2:10][CH2:11][CH2:12][O:13][C:14]2[CH:15]=[C:16]3[C:20](=[CH:21][CH:22]=2)[C@H:19]([CH2:23][C:24]([O:26][CH2:27][CH3:28])=[O:25])[CH2:18][CH2:17]3)=[N:7][CH:8]=1)=[S:32]. The yield is 0.950.